The task is: Predict the product of the given reaction.. This data is from Forward reaction prediction with 1.9M reactions from USPTO patents (1976-2016). (1) The product is: [Cl:33][C:30]1[CH:29]=[CH:28][C:27]([CH2:26][C:14]2[C:11]3[C:12](=[O:13])[N:7]([CH2:6][CH2:5][CH2:4][OH:3])[C:8](=[O:35])[N:9]([CH3:34])[C:10]=3[CH:17]=[N:16][C:15]=2[O:18][C:19]2[CH:24]=[CH:23][CH:22]=[C:21]([Cl:25])[CH:20]=2)=[CH:32][CH:31]=1. Given the reactants C([O:3][CH2:4][CH2:5][CH2:6][N:7]1[C:12](=[O:13])[C:11]2[C:14]([CH2:26][C:27]3[CH:32]=[CH:31][C:30]([Cl:33])=[CH:29][CH:28]=3)=[C:15]([O:18][C:19]3[CH:24]=[CH:23][CH:22]=[C:21]([Cl:25])[CH:20]=3)[N:16]=[CH:17][C:10]=2[N:9]([CH3:34])[C:8]1=[O:35])=O.O[Li].O, predict the reaction product. (2) Given the reactants [C:1]([O:5][C:6]([N:8]([CH3:14])[CH:9]([CH3:13])[C:10]([OH:12])=O)=O)([CH3:4])([CH3:3])[CH3:2].C[O:16][C:17](=[O:23])[CH:18]([NH2:22])[CH:19]([CH3:21])[CH3:20].Cl.C(N=C=NCCCN(C)C)C.O.ON1C2C=CC=CC=2N=N1.CN1CCOCC1, predict the reaction product. The product is: [C:1]([O:5][CH2:6][N:8]([CH3:14])[CH:9]([CH3:13])[C:10]([NH:22][CH:18]([CH:19]([CH3:21])[CH3:20])[C:17]([OH:23])=[O:16])=[O:12])([CH3:2])([CH3:3])[CH3:4]. (3) Given the reactants [CH3:1][N:2]([CH3:20])[C:3]1[CH:8]=[C:7]([C:9]2[N:13]3[CH:14]=[CH:15][CH:16]=[CH:17][C:12]3=[N:11][C:10]=2[CH2:18][OH:19])[CH:6]=[CH:5][N:4]=1.CN1CCN(C2N=CC(C3N4C=CC=CC4=NC=3C=O)=CC=2)CC1, predict the reaction product. The product is: [CH3:1][N:2]([CH3:20])[C:3]1[CH:8]=[C:7]([C:9]2[N:13]3[CH:14]=[CH:15][CH:16]=[CH:17][C:12]3=[N:11][C:10]=2[CH:18]=[O:19])[CH:6]=[CH:5][N:4]=1. (4) Given the reactants [CH2:1]([O:8][N:9]1[C:15](=[O:16])[N:14]2[CH2:17][C@H:10]1[CH2:11][CH2:12][C@H:13]2[C:18]([OH:20])=O)[C:2]1[CH:7]=[CH:6][CH:5]=[CH:4][CH:3]=1.[NH2:21][O:22][CH:23]1[CH2:28][CH2:27][N:26]([C:29]([O:31][C:32]([CH3:35])([CH3:34])[CH3:33])=[O:30])[CH2:25][CH2:24]1.ON1C2C=CC=CC=2N=N1.Cl.C(N=C=NCCCN(C)C)C, predict the reaction product. The product is: [CH2:1]([O:8][N:9]1[C:15](=[O:16])[N:14]2[CH2:17][C@H:10]1[CH2:11][CH2:12][C@H:13]2[C:18]([NH:21][O:22][CH:23]1[CH2:24][CH2:25][N:26]([C:29]([O:31][C:32]([CH3:35])([CH3:34])[CH3:33])=[O:30])[CH2:27][CH2:28]1)=[O:20])[C:2]1[CH:3]=[CH:4][CH:5]=[CH:6][CH:7]=1. (5) Given the reactants [CH3:1][C:2]([CH3:7])([CH3:6])[C@H:3]([NH2:5])[CH3:4].[CH:8]1([NH:11][C:12]([C:14]2[CH:15]=[C:16]([F:38])[C:17]([CH3:37])=[C:18]([C:20]3[CH:25]=[CH:24][C:23]([C:26](O)=[O:27])=[CH:22][C:21]=3[C:29]([NH:31][C:32]3[S:33][CH:34]=[CH:35][N:36]=3)=[O:30])[CH:19]=2)=[O:13])[CH2:10][CH2:9]1.C(N(CC)CC)C.F[P-](F)(F)(F)(F)F.ClC1C=CC2N=NN(OC(N(C)C)=[N+](C)C)C=2C=1, predict the reaction product. The product is: [CH:8]1([NH:11][C:12]([C:14]2[CH:19]=[C:18]([C:20]3[C:21]([C:29]([NH:31][C:32]4[S:33][CH:34]=[CH:35][N:36]=4)=[O:30])=[CH:22][C:23]([C:26]([NH:5][C@H:3]([CH3:4])[C:2]([CH3:7])([CH3:6])[CH3:1])=[O:27])=[CH:24][CH:25]=3)[C:17]([CH3:37])=[C:16]([F:38])[CH:15]=2)=[O:13])[CH2:10][CH2:9]1. (6) Given the reactants [F:1][C:2]([F:18])([F:17])[C:3]1[N:8]=[CH:7][C:6]([C:9]2[CH:14]=[CH:13][N:12]=[C:11]([C:15]#[N:16])[CH:10]=2)=[CH:5][CH:4]=1.[H][H], predict the reaction product. The product is: [F:18][C:2]([F:1])([F:17])[C:3]1[N:8]=[CH:7][C:6]([C:9]2[CH:14]=[CH:13][N:12]=[C:11]([CH2:15][NH2:16])[CH:10]=2)=[CH:5][CH:4]=1. (7) Given the reactants [CH:1]1([N:4]([CH2:29][C:30]2[CH:35]=[C:34]([CH2:36][CH2:37][CH2:38][O:39][CH3:40])[CH:33]=[C:32]([O:41][CH2:42][CH2:43][O:44][CH3:45])[CH:31]=2)[C:5]([C@@H:7]2[C@@:12]([OH:21])([C:13]3[CH:18]=[CH:17][N:16]([CH3:19])[C:15](=[O:20])[CH:14]=3)[CH2:11][CH2:10][N:9]([C:22]([O:24][C:25]([CH3:28])([CH3:27])[CH3:26])=[O:23])[CH2:8]2)=[O:6])[CH2:3][CH2:2]1.[H-].[Na+].[CH3:48]I, predict the reaction product. The product is: [CH:1]1([N:4]([CH2:29][C:30]2[CH:35]=[C:34]([CH2:36][CH2:37][CH2:38][O:39][CH3:40])[CH:33]=[C:32]([O:41][CH2:42][CH2:43][O:44][CH3:45])[CH:31]=2)[C:5]([C@@H:7]2[C@@:12]([O:21][CH3:48])([C:13]3[CH:18]=[CH:17][N:16]([CH3:19])[C:15](=[O:20])[CH:14]=3)[CH2:11][CH2:10][N:9]([C:22]([O:24][C:25]([CH3:26])([CH3:27])[CH3:28])=[O:23])[CH2:8]2)=[O:6])[CH2:2][CH2:3]1.